Dataset: Full USPTO retrosynthesis dataset with 1.9M reactions from patents (1976-2016). Task: Predict the reactants needed to synthesize the given product. (1) Given the product [Cl:43][C:44]1[CH:49]=[CH:18][CH:19]=[CH:20][C:16]=1[C:14]1[NH:11][C:10](=[O:12])[C:8]2[O:9][C:5]3[CH:4]=[CH:3][C:2]([CH3:30])=[CH:28][C:6]=3[C:7]=2[N:13]=1.[NH2:29][C:30]1[C:34]2[CH:35]=[C:36]([CH3:39])[CH:37]=[CH:38][C:33]=2[O:32][C:31]=1[C:40]([NH2:42])=[O:41].[CH3:65][C:66]1[CH:67]=[CH:68][C:69]([OH:74])=[C:70]([CH:73]=1)[C:71]#[N:72], predict the reactants needed to synthesize it. The reactants are: Br[C:2]1[CH:3]=[CH:4][C:5]2[O:9][C:8]([C:10](=[O:12])[NH2:11])=[C:7]([NH:13][C:14]([CH:16]3[CH2:20][CH2:19][CH2:18]N3C(OC(C)(C)C)=O)=O)[C:6]=2[CH:28]=1.[NH2:29][C:30]1[C:34]2[CH:35]=[C:36]([CH3:39])[CH:37]=[CH:38][C:33]=2[O:32][C:31]=1[C:40]([NH2:42])=[O:41].[Cl:43][C:44]1C=CC2OC3C(=O)NC(CN4CC[C@H](O)C4)=NC=3C=2[CH:49]=1.[CH3:65][C:66]1[CH:67]=[CH:68][C:69]([OH:74])=[C:70]([CH:73]=1)[C:71]#[N:72].BrC1C=C(C)C(O)=C(C=1)C=O.OC1C=CC(C)=CC=1C=O. (2) Given the product [NH2:2][C:3]1[CH2:4][C:5]([C:18](=[O:20])[N:57]([CH2:58][CH2:59][CH2:60][OH:61])[CH2:54][CH2:55][CH3:56])=[CH:6][C:7]2[CH:13]=[CH:12][C:11]([C:14]([O:16][CH3:17])=[O:15])=[CH:10][C:8]=2[N:9]=1, predict the reactants needed to synthesize it. The reactants are: Cl.[NH2:2][C:3]1[CH2:4][C:5]([C:18]([OH:20])=O)=[CH:6][C:7]2[CH:13]=[CH:12][C:11]([C:14]([O:16][CH3:17])=[O:15])=[CH:10][C:8]=2[N:9]=1.CN(C(ON1N=NC2C=CC=CC1=2)=[N+](C)C)C.F[P-](F)(F)(F)(F)F.CCN(C(C)C)C(C)C.[CH2:54]([NH:57][CH2:58][CH2:59][CH2:60][OH:61])[CH2:55][CH3:56]. (3) The reactants are: [CH2:1]([CH:8]1[CH2:12][O:11][C:10](=[O:13])[N:9]1[C:14](=[O:44])[CH:15]([C:20]1[CH:21]=[C:22]([C:34]2[CH:39]=[CH:38][C:37]([C:40]([F:43])([F:42])[F:41])=[CH:36][CH:35]=2)[CH:23]=[C:24]([O:26]CC2C=CC=CC=2)[CH:25]=1)[CH2:16][C:17]([CH3:19])=[CH2:18])[C:2]1[CH:7]=[CH:6][CH:5]=[CH:4][CH:3]=1. Given the product [CH2:1]([CH:8]1[CH2:12][O:11][C:10](=[O:13])[N:9]1[C:14](=[O:44])[CH:15]([C:20]1[CH:21]=[C:22]([C:34]2[CH:35]=[CH:36][C:37]([C:40]([F:42])([F:41])[F:43])=[CH:38][CH:39]=2)[CH:23]=[C:24]([OH:26])[CH:25]=1)[CH2:16][CH:17]([CH3:19])[CH3:18])[C:2]1[CH:7]=[CH:6][CH:5]=[CH:4][CH:3]=1, predict the reactants needed to synthesize it. (4) Given the product [CH3:30][O:29][C:19]1[CH:18]=[C:17]2[C:22]([CH:23]=[C:14]([C:12]([NH:11][C:6]3[CH:5]=[C:4]([CH:9]=[CH:8][C:7]=3[CH3:10])[C:3]([OH:32])=[O:2])=[O:13])[C:15](=[O:31])[NH:16]2)=[CH:21][C:20]=1[O:24][CH2:25][CH2:26][O:27][CH3:28], predict the reactants needed to synthesize it. The reactants are: C[O:2][C:3](=[O:32])[C:4]1[CH:9]=[CH:8][C:7]([CH3:10])=[C:6]([NH:11][C:12]([C:14]2[C:15](=[O:31])[NH:16][C:17]3[C:22]([CH:23]=2)=[CH:21][C:20]([O:24][CH2:25][CH2:26][O:27][CH3:28])=[C:19]([O:29][CH3:30])[CH:18]=3)=[O:13])[CH:5]=1.[OH-].[Na+].O.Cl.